This data is from hERG potassium channel inhibition data for cardiac toxicity prediction from Karim et al.. The task is: Regression/Classification. Given a drug SMILES string, predict its toxicity properties. Task type varies by dataset: regression for continuous values (e.g., LD50, hERG inhibition percentage) or binary classification for toxic/non-toxic outcomes (e.g., AMES mutagenicity, cardiotoxicity, hepatotoxicity). Dataset: herg_karim. (1) The compound is CC(C)(C)OC(=O)NCCC[N+](Cc1cncn1Cc1ccc(C#N)cc1)C1CCN(Cc2cccc(Cl)c2)C1=O. The result is 1 (blocker). (2) The compound is Cc1ccccc1-c1nc2cn(-c3cccc(C#N)c3)nc2c(=O)n1CC1CCCN(C(C)C)C1. The result is 0 (non-blocker).